Dataset: Catalyst prediction with 721,799 reactions and 888 catalyst types from USPTO. Task: Predict which catalyst facilitates the given reaction. (1) Reactant: [Br-].[CH2:2]([P+](C1C=CC=CC=1)(C1C=CC=CC=1)C1C=CC=CC=1)[C:3]1[CH:8]=[CH:7][CH:6]=[CH:5][CH:4]=1.CC(C)([O-])C.[K+].[CH3:34][CH:35]1[C:40](=O)[CH2:39][CH2:38][N:37]([C:42]([O:44][C:45]([CH3:48])([CH3:47])[CH3:46])=[O:43])[CH2:36]1. Product: [CH:2](=[C:40]1[CH2:39][CH2:38][N:37]([C:42]([O:44][C:45]([CH3:48])([CH3:47])[CH3:46])=[O:43])[CH2:36][CH:35]1[CH3:34])[C:3]1[CH:4]=[CH:5][CH:6]=[CH:7][CH:8]=1. The catalyst class is: 1. (2) Reactant: [I:1][C:2]1[CH:3]=[C:4]2[C:8](=[CH:9][CH:10]=1)[N:7]([C:11]([O:13][CH2:14][CH3:15])=[O:12])[C:6](=[O:16])[CH2:5]2.CCN(C(C)C)C(C)C.[F:26][C:27]([F:40])([F:39])[S:28](O[S:28]([C:27]([F:40])([F:39])[F:26])(=[O:30])=[O:29])(=[O:30])=[O:29]. Product: [I:1][C:2]1[CH:3]=[C:4]2[C:8](=[CH:9][CH:10]=1)[N:7]([C:11]([O:13][CH2:14][CH3:15])=[O:12])[C:6]([O:16][S:28]([C:27]([F:40])([F:39])[F:26])(=[O:30])=[O:29])=[CH:5]2. The catalyst class is: 2. (3) Reactant: [NH2:1][C:2]1[C:6]([CH3:7])=[CH:5][S:4][CH:3]=1.C1N=CN([C:13](N2C=NC=C2)=[S:14])C=1. Product: [CH3:7][C:6]1[C:2]([N:1]=[C:13]=[S:14])=[CH:3][S:4][CH:5]=1. The catalyst class is: 7. (4) Reactant: C(OC([N:8]1[CH2:13][CH2:12][CH:11]([NH:14][CH2:15][C:16]2[N:17]=[C:18]([N+:21]([O-:23])=[O:22])[S:19][CH:20]=2)[CH2:10][CH2:9]1)=O)(C)(C)C.Cl. Product: [N+:21]([C:18]1[S:19][CH:20]=[C:16]([CH2:15][NH:14][CH:11]2[CH2:12][CH2:13][NH:8][CH2:9][CH2:10]2)[N:17]=1)([O-:23])=[O:22]. The catalyst class is: 135. (5) Reactant: [N+:1]([C:4]1[CH:9]=[CH:8][C:7]([N:10]2[C:18]3[C:13](=[CH:14][CH:15]=[CH:16][CH:17]=3)[C:12]([C:19]3[CH2:20][CH2:21][N:22]([C:25]([O:27][C:28]([CH3:31])([CH3:30])[CH3:29])=[O:26])[CH2:23][CH:24]=3)=[CH:11]2)=[CH:6][CH:5]=1)([O-])=O. Product: [NH2:1][C:4]1[CH:9]=[CH:8][C:7]([N:10]2[C:18]3[C:13](=[CH:14][CH:15]=[CH:16][CH:17]=3)[C:12]([CH:19]3[CH2:20][CH2:21][N:22]([C:25]([O:27][C:28]([CH3:31])([CH3:30])[CH3:29])=[O:26])[CH2:23][CH2:24]3)=[CH:11]2)=[CH:6][CH:5]=1. The catalyst class is: 515. (6) Reactant: C[O:2][C:3](=[O:39])[C@@H:4]([NH:7][C:8]([C:10]1[N:19]2[C:13]([CH2:14][N:15]([C:24](=[O:38])[C:25]3[CH:30]=[CH:29][C:28]([C:31]4[CH2:36][CH2:35][CH2:34][CH2:33][CH:32]=4)=[C:27]([CH3:37])[CH:26]=3)[C:16]3[CH:23]=[CH:22][CH:21]=[CH:20][C:17]=3[CH2:18]2)=[CH:12][CH:11]=1)=[O:9])[CH2:5][OH:6].[OH-].[Na+].Cl. Product: [C:31]1([C:28]2[CH:29]=[CH:30][C:25]([C:24]([N:15]3[C:16]4[CH:23]=[CH:22][CH:21]=[CH:20][C:17]=4[CH2:18][N:19]4[C:10]([C:8]([NH:7][C@@H:4]([CH2:5][OH:6])[C:3]([OH:39])=[O:2])=[O:9])=[CH:11][CH:12]=[C:13]4[CH2:14]3)=[O:38])=[CH:26][C:27]=2[CH3:37])[CH2:36][CH2:35][CH2:34][CH2:33][CH:32]=1. The catalyst class is: 21. (7) Reactant: C(Cl)(=O)C(Cl)=O.[CH2:7]([C:11]1[NH:15][N:14]=[C:13]([C:16](O)=[O:17])[C:12]=1[N+:19]([O-:21])=[O:20])[CH:8]([CH3:10])[CH3:9].C[N:23](C)C=O. Product: [CH2:7]([C:11]1[NH:15][N:14]=[C:13]([C:16]([NH2:23])=[O:17])[C:12]=1[N+:19]([O-:21])=[O:20])[CH:8]([CH3:10])[CH3:9]. The catalyst class is: 4. (8) Reactant: [CH:1]([N:4]([CH2:15][C:16]1[CH:32]=[CH:31][CH:30]=[CH:29][C:17]=1[O:18][CH2:19][CH2:20][CH2:21][CH2:22][CH2:23][C:24]([O:26]CC)=[O:25])[C:5](=[O:14])[C:6]1[CH:11]=[CH:10][C:9]([CH2:12]C)=[CH:8][CH:7]=1)([CH3:3])[CH3:2].O.[OH-].[Li+].Cl. Product: [CH:1]([N:4]([CH2:15][C:16]1[CH:32]=[CH:31][CH:30]=[CH:29][C:17]=1[O:18][CH2:19][CH2:20][CH2:21][CH2:22][CH2:23][C:24]([OH:26])=[O:25])[C:5](=[O:14])[C:6]1[CH:7]=[CH:8][C:9]([CH3:12])=[CH:10][CH:11]=1)([CH3:3])[CH3:2]. The catalyst class is: 20. (9) Reactant: CSC.[Cl-].[Al+3].[Cl-].[Cl-].C[O:9][C:10]([CH2:12][CH:13]1[C:19]2[CH:20]=[CH:21][CH:22]=[CH:23][C:18]=2[N:17]([C:24](=[O:42])[C:25]2[CH:30]=[CH:29][C:28]([NH:31][C:32](=[O:41])[CH2:33][O:34][C:35]3[CH:40]=[CH:39][CH:38]=[CH:37][CH:36]=3)=[CH:27][CH:26]=2)[CH2:16][CH2:15][CH2:14]1)=[O:11].Cl. Product: [C:10]([CH2:12][CH:13]1[C:19]2[CH:20]=[CH:21][CH:22]=[CH:23][C:18]=2[N:17]([C:24](=[O:42])[C:25]2[CH:26]=[CH:27][C:28]([NH:31][C:32](=[O:41])[CH2:33][O:34][C:35]3[CH:40]=[CH:39][CH:38]=[CH:37][CH:36]=3)=[CH:29][CH:30]=2)[CH2:16][CH2:15][CH2:14]1)([OH:11])=[O:9]. The catalyst class is: 4. (10) Reactant: [Br:1][C:2]1[CH:10]=[C:9]2[C:5]([CH:6]=[N:7][NH:8]2)=[CH:4][C:3]=1[OH:11].[F:12][C:13]1[CH:14]=[C:15]([N+:20]([O-:22])=[O:21])[CH:16]=[CH:17][C:18]=1F.C([O-])(O)=O.[Na+].[Li+].[Cl-]. The catalyst class is: 85. Product: [Br:1][C:2]1[CH:10]=[C:9]2[C:5]([CH:6]=[N:7][NH:8]2)=[CH:4][C:3]=1[O:11][C:18]1[CH:17]=[CH:16][C:15]([N+:20]([O-:22])=[O:21])=[CH:14][C:13]=1[F:12].